This data is from Forward reaction prediction with 1.9M reactions from USPTO patents (1976-2016). The task is: Predict the product of the given reaction. (1) Given the reactants [Br:1][C:2]1[CH:6]=[N:5][N:4]([CH3:7])[C:3]=1[NH:8][C:9]1[CH:14]=[CH:13][C:12](I)=[CH:11][CH:10]=1.[F:16][C:17]1[CH:22]=[CH:21][C:20](B(O)O)=[C:19]([CH3:26])[CH:18]=1.C(=O)([O-])[O-].[Cs+].[Cs+].COCCOC, predict the reaction product. The product is: [Br:1][C:2]1[CH:6]=[N:5][N:4]([CH3:7])[C:3]=1[NH:8][C:9]1[CH:14]=[CH:13][C:12]([C:20]2[CH:21]=[CH:22][C:17]([F:16])=[CH:18][C:19]=2[CH3:26])=[CH:11][CH:10]=1. (2) The product is: [ClH:19].[C:32]([C:34]1[CH:39]=[CH:38][C:37]([CH2:21][S:20][C:15]2[C:12]3[CH2:13][CH2:14][NH:8][CH2:9][CH2:10][C:11]=3[CH:18]=[CH:17][C:16]=2[Cl:19])=[CH:36][CH:35]=1)(=[O:33])[C:31]1[CH:40]=[CH:41][CH:28]=[CH:29][CH:30]=1. Given the reactants C(OC([N:8]1[CH2:14][CH2:13][C:12]2[C:15]([S:20][C:21](=O)N(C)C)=[C:16]([Cl:19])[CH:17]=[CH:18][C:11]=2[CH2:10][CH2:9]1)=O)(C)(C)C.BrC[C:28]1[CH:41]=[CH:40][C:31]([C:32]([C:34]2[CH:39]=[CH:38][CH:37]=[CH:36][CH:35]=2)=[O:33])=[CH:30][CH:29]=1, predict the reaction product.